From a dataset of Forward reaction prediction with 1.9M reactions from USPTO patents (1976-2016). Predict the product of the given reaction. Given the reactants [C:1]([O:5][C:6]([NH:8][CH2:9][C:10]([OH:12])=O)=[O:7])([CH3:4])([CH3:3])[CH3:2].CN(C(ON1N=NC2C=CC=CC1=2)=[N+](C)C)C.F[P-](F)(F)(F)(F)F.C(N(C(C)C)CC)(C)C.[CH:46]1([NH:51][C:52]2[CH:57]=[CH:56][C:55]([S:58]([O:61][C:62]3[CH:71]=[CH:70][C:65]4[NH:66][C:67]([NH2:69])=[N:68][C:64]=4[CH:63]=3)(=[O:60])=[O:59])=[CH:54][CH:53]=2)[CH2:50][CH2:49][CH2:48][CH2:47]1, predict the reaction product. The product is: [CH:46]1([NH:51][C:52]2[CH:57]=[CH:56][C:55]([S:58]([O:61][C:62]3[CH:71]=[CH:70][C:65]4[NH:66][C:67]([NH:69][C:10](=[O:12])[CH2:9][NH:8][C:6]([O:5][C:1]([CH3:2])([CH3:3])[CH3:4])=[O:7])=[N:68][C:64]=4[CH:63]=3)(=[O:59])=[O:60])=[CH:54][CH:53]=2)[CH2:50][CH2:49][CH2:48][CH2:47]1.